From a dataset of Full USPTO retrosynthesis dataset with 1.9M reactions from patents (1976-2016). Predict the reactants needed to synthesize the given product. The reactants are: [Cl:1][C:2]1[CH:23]=[C:22](OS(C(F)(F)F)(=O)=O)[C:5]2[O:6][C@@H:7]([CH2:10][O:11][S:12]([C:15]3[CH:20]=[CH:19][C:18]([CH3:21])=[CH:17][CH:16]=3)(=[O:14])=[O:13])[CH2:8][O:9][C:4]=2[CH:3]=1.[CH3:32][O:33][C:34]1[C:39]([O:40][CH3:41])=[CH:38][CH:37]=[CH:36][C:35]=1B(O)O. Given the product [CH3:32][O:33][C:34]1[C:39]([O:40][CH3:41])=[CH:38][CH:37]=[CH:36][C:35]=1[C:22]1[C:5]2[O:6][C@@H:7]([CH2:10][O:11][S:12]([C:15]3[CH:20]=[CH:19][C:18]([CH3:21])=[CH:17][CH:16]=3)(=[O:13])=[O:14])[CH2:8][O:9][C:4]=2[CH:3]=[C:2]([Cl:1])[CH:23]=1, predict the reactants needed to synthesize it.